Task: Predict which catalyst facilitates the given reaction.. Dataset: Catalyst prediction with 721,799 reactions and 888 catalyst types from USPTO Reactant: [CH2:1]([C:4]1[C:8]([CH2:9][CH2:10][CH2:11][OH:12])=[CH:7][N:6]([C:13]2[CH:18]=[CH:17][C:16]([C:19]([F:22])([F:21])[F:20])=[CH:15][N:14]=2)[N:5]=1)[CH2:2][CH3:3].O[C:24]1[CH:29]=[CH:28][CH:27]=[CH:26][C:25]=1[CH2:30][C:31]([O:33]C)=[O:32].C(P(CCCC)CCCC)CCC.N(C(N1CCCCC1)=O)=NC(N1CCCCC1)=O. Product: [CH2:1]([C:4]1[C:8]([CH2:9][CH2:10][CH2:11][O:12][C:24]2[CH:29]=[CH:28][CH:27]=[CH:26][C:25]=2[CH2:30][C:31]([OH:33])=[O:32])=[CH:7][N:6]([C:13]2[CH:18]=[CH:17][C:16]([C:19]([F:21])([F:20])[F:22])=[CH:15][N:14]=2)[N:5]=1)[CH2:2][CH3:3]. The catalyst class is: 7.